Dataset: Forward reaction prediction with 1.9M reactions from USPTO patents (1976-2016). Task: Predict the product of the given reaction. Given the reactants [CH2:1]([N:3]1[C:7]([CH3:8])=[CH:6][C:5]([C:9]([O:11]CC)=[O:10])=[N:4]1)[CH3:2].[OH-].[K+].O, predict the reaction product. The product is: [CH2:1]([N:3]1[C:7]([CH3:8])=[CH:6][C:5]([C:9]([OH:11])=[O:10])=[N:4]1)[CH3:2].